This data is from Forward reaction prediction with 1.9M reactions from USPTO patents (1976-2016). The task is: Predict the product of the given reaction. (1) Given the reactants [OH:1][C:2]1[C:3]([CH3:12])=[C:4]([CH:9]=[CH:10][CH:11]=1)[C:5]([O:7][CH3:8])=[O:6].[H-].[Na+].FC(F)(F)S(O[C:21]1[C:30]2[C:29](=[O:31])[N:28]([CH2:32][C:33]3[CH:38]=[CH:37][C:36]([O:39][CH3:40])=[CH:35][CH:34]=3)[C:27](=[O:41])[N:26]([C:42]3[CH:47]=[CH:46][C:45]([I:48])=[CH:44][C:43]=3[F:49])[C:25]=2[N:24]([CH3:50])[C:23](=[O:51])[CH:22]=1)(=O)=O, predict the reaction product. The product is: [F:49][C:43]1[CH:44]=[C:45]([I:48])[CH:46]=[CH:47][C:42]=1[N:26]1[C:25]2[N:24]([CH3:50])[C:23](=[O:51])[CH:22]=[C:21]([O:1][C:2]3[C:3]([CH3:12])=[C:4]([CH:9]=[CH:10][CH:11]=3)[C:5]([O:7][CH3:8])=[O:6])[C:30]=2[C:29](=[O:31])[N:28]([CH2:32][C:33]2[CH:34]=[CH:35][C:36]([O:39][CH3:40])=[CH:37][CH:38]=2)[C:27]1=[O:41]. (2) Given the reactants [CH2:1]([O:8][C@@H:9]1[C@@H:15]([O:16][CH2:17][C:18]2[CH:23]=[CH:22][CH:21]=[CH:20][CH:19]=2)[C@@H:14]([O:24][CH2:25][C:26]2[CH:31]=[CH:30][CH:29]=[CH:28][CH:27]=2)[C@@H:13]([CH2:32][O:33][CH2:34][C:35]2[CH:40]=[CH:39][CH:38]=[CH:37][CH:36]=2)[O:12][CH:10]1[OH:11])[C:2]1[CH:7]=[CH:6][CH:5]=[CH:4][CH:3]=1.[OH-].[K+].Br[CH2:44][CH2:45][CH2:46][N:47]1C(=O)C2=CC=CC=C2C1=O.O.NN, predict the reaction product. The product is: [CH2:1]([O:8][C@@H:9]1[C@@H:15]([O:16][CH2:17][C:18]2[CH:23]=[CH:22][CH:21]=[CH:20][CH:19]=2)[C@@H:14]([O:24][CH2:25][C:26]2[CH:27]=[CH:28][CH:29]=[CH:30][CH:31]=2)[C@@H:13]([CH2:32][O:33][CH2:34][C:35]2[CH:36]=[CH:37][CH:38]=[CH:39][CH:40]=2)[O:12][CH:10]1[O:11][CH2:44][CH2:45][CH2:46][NH2:47])[C:2]1[CH:3]=[CH:4][CH:5]=[CH:6][CH:7]=1.